This data is from Peptide-MHC class I binding affinity with 185,985 pairs from IEDB/IMGT. The task is: Regression. Given a peptide amino acid sequence and an MHC pseudo amino acid sequence, predict their binding affinity value. This is MHC class I binding data. (1) The peptide sequence is VYERQPCWY. The MHC is HLA-B27:05 with pseudo-sequence HLA-B27:05. The binding affinity (normalized) is 0.0847. (2) The peptide sequence is VELGSGNSF. The MHC is HLA-B39:01 with pseudo-sequence HLA-B39:01. The binding affinity (normalized) is 0.0847. (3) The peptide sequence is TYSVSFDSL. The MHC is HLA-A24:02 with pseudo-sequence HLA-A24:02. The binding affinity (normalized) is 0.512.